This data is from Forward reaction prediction with 1.9M reactions from USPTO patents (1976-2016). The task is: Predict the product of the given reaction. (1) Given the reactants [Cl:1][CH2:2][C:3]([NH:5][C:6]12[C:24](=[O:25])[C:23]3[C:18](=[CH:19][CH:20]=[CH:21][C:22]=3[N+:26]([O-])=O)[C:7]1([OH:29])[O:8][C:9]1[CH:14]=[C:13]([CH:15]([CH3:17])[CH3:16])[CH:12]=[CH:11][C:10]=12)=[O:4].O, predict the reaction product. The product is: [NH2:26][C:22]1[CH:21]=[CH:20][CH:19]=[C:18]2[C:23]=1[C:24](=[O:25])[C:6]1([NH:5][C:3](=[O:4])[CH2:2][Cl:1])[C:10]3[CH:11]=[CH:12][C:13]([CH:15]([CH3:16])[CH3:17])=[CH:14][C:9]=3[O:8][C:7]12[OH:29]. (2) Given the reactants [C:1]1([CH2:7][CH2:8][N:9]([CH2:20][C:21]2[N:25]([CH2:26][CH2:27][CH2:28][C:29]#[N:30])[C:24]3[CH:31]=[CH:32][CH:33]=[CH:34][C:23]=3[N:22]=2)[CH:10]2[C:19]3[N:18]=[CH:17][CH:16]=[CH:15][C:14]=3[CH2:13][CH2:12][CH2:11]2)[CH:6]=[CH:5][CH:4]=[CH:3][CH:2]=1.NCCCN1C2C=CC=CC=2N=C1CN(C)C1C2N=CC=CC=2CCC1, predict the reaction product. The product is: [NH2:30][CH2:29][CH2:28][CH2:27][CH2:26][N:25]1[C:24]2[CH:31]=[CH:32][CH:33]=[CH:34][C:23]=2[N:22]=[C:21]1[CH2:20][N:9]([CH2:8][CH2:7][C:1]1[CH:2]=[CH:3][CH:4]=[CH:5][CH:6]=1)[CH:10]1[C:19]2[N:18]=[CH:17][CH:16]=[CH:15][C:14]=2[CH2:13][CH2:12][CH2:11]1. (3) Given the reactants C[O:2][C:3](=[O:32])[C@H:4]([CH2:25][C:26]1[CH:31]=[CH:30][CH:29]=[CH:28][CH:27]=1)[NH:5][C:6](=[O:24])[C@H:7]([CH2:17][C:18]1[CH:23]=[CH:22][CH:21]=[CH:20][CH:19]=1)[NH:8][C:9]([C:11]1[CH:16]=[N:15][CH:14]=[CH:13][N:12]=1)=[O:10].[OH-].[Na+].Cl, predict the reaction product. The product is: [N:12]1[CH:13]=[CH:14][N:15]=[CH:16][C:11]=1[C:9]([NH:8][C@H:7]([C:6]([NH:5][C@H:4]([C:3]([OH:32])=[O:2])[CH2:25][C:26]1[CH:31]=[CH:30][CH:29]=[CH:28][CH:27]=1)=[O:24])[CH2:17][C:18]1[CH:19]=[CH:20][CH:21]=[CH:22][CH:23]=1)=[O:10]. (4) Given the reactants C(O[C:6]([N:8]1[CH2:12][C:11](=[N:13][O:14][CH3:15])[CH2:10][C@H:9]1[C:16]([OH:18])=O)=[O:7])(C)(C)C.[CH3:19][O:20][C:21]1[CH:26]=[CH:25][CH:24]=[CH:23][C:22]=1[C:27]1[CH:32]=[CH:31][C:30](C(O)=O)=[CH:29][CH:28]=1.[NH2:36][C@@H:37]([CH2:49][OH:50])[C@H:38]([C:40]1[CH:45]=[CH:44][C:43]([N+:46]([O-:48])=[O:47])=[CH:42][CH:41]=1)[OH:39], predict the reaction product. The product is: [OH:39][C@@H:38]([C:40]1[CH:45]=[CH:44][C:43]([N+:46]([O-:48])=[O:47])=[CH:42][CH:41]=1)[C@@H:37]([NH:36][C:16]([C@@H:9]1[CH2:10][C:11](=[N:13][O:14][CH3:15])[CH2:12][N:8]1[C:6]([C:30]1[CH:29]=[CH:28][C:27]([C:22]2[CH:23]=[CH:24][CH:25]=[CH:26][C:21]=2[O:20][CH3:19])=[CH:32][CH:31]=1)=[O:7])=[O:18])[CH2:49][OH:50]. (5) Given the reactants [OH:1][C:2]1[CH:7]=[CH:6][C:5]([CH:8]([CH3:12])[C:9]([OH:11])=O)=[CH:4][CH:3]=1.Cl.CN(C)CCCN=C=NCC.N1C2C(=NC=CC=2)N(O)N=1.[C:35]([O:39][C:40]([NH:42][CH2:43][CH2:44][NH2:45])=[O:41])([CH3:38])([CH3:37])[CH3:36].[NH4+].[Cl-], predict the reaction product. The product is: [C:35]([O:39][C:40](=[O:41])[NH:42][CH2:43][CH2:44][NH:45][C:9](=[O:11])[CH:8]([C:5]1[CH:4]=[CH:3][C:2]([OH:1])=[CH:7][CH:6]=1)[CH3:12])([CH3:38])([CH3:36])[CH3:37]. (6) The product is: [CH2:1]([N:3]1[C:4]([CH2:10][OH:11])=[CH:5][CH:6]=[CH:7][C:8]1=[O:9])[CH3:2]. Given the reactants [CH2:1]([N:3]1[C:8](=[O:9])[CH:7]=[CH:6][CH:5]=[C:4]1[C:10](OCC)=[O:11])[CH3:2].[Cl-].[Ca+2].[Cl-].[BH4-].[Na+], predict the reaction product.